This data is from Forward reaction prediction with 1.9M reactions from USPTO patents (1976-2016). The task is: Predict the product of the given reaction. (1) Given the reactants [Cl:1][C:2]1[CH:3]=[C:4]([CH:6]=[C:7]([Cl:9])[CH:8]=1)[NH2:5].[CH2:10]([C:12](=O)[C:13]([O-:15])=[O:14])[CH3:11].C([C:19]1[CH:28]=[CH:27][C:26]2[C:21](=[CH:22][CH:23]=[CH:24][CH:25]=2)[CH:20]=1)=C.F[C:30](F)(F)[C:31](O)=O, predict the reaction product. The product is: [CH2:30]([O:15][C:13]([CH:12]1[CH2:10][CH:11]([C:24]2[CH:23]=[CH:22][C:21]3[C:26](=[CH:27][CH:28]=[CH:19][CH:20]=3)[CH:25]=2)[C:3]2[C:4](=[CH:6][C:7]([Cl:9])=[CH:8][C:2]=2[Cl:1])[NH:5]1)=[O:14])[CH3:31]. (2) Given the reactants C([O-])([O-])=O.[K+].[K+].[CH3:7][C:8]1[C:16]2[C:11](=[CH:12][C:13]([NH2:17])=[CH:14][CH:15]=2)[NH:10][N:9]=1.Cl[C:19]1[N:20]=[C:21]([N:28]2[CH2:33][CH2:32][CH:31]([C:34]#[N:35])[CH2:30][CH2:29]2)[C:22]2[O:27][CH:26]=[CH:25][C:23]=2[N:24]=1.CC(C1C=C(C(C)C)C(C2C=CC=CC=2P(C2CCCCC2)C2CCCCC2)=C(C(C)C)C=1)C, predict the reaction product. The product is: [CH3:7][C:8]1[C:16]2[C:11](=[CH:12][C:13]([NH:17][C:19]3[N:20]=[C:21]([N:28]4[CH2:33][CH2:32][CH:31]([C:34]#[N:35])[CH2:30][CH2:29]4)[C:22]4[O:27][CH:26]=[CH:25][C:23]=4[N:24]=3)=[CH:14][CH:15]=2)[NH:10][N:9]=1. (3) Given the reactants Cl.[CH3:2][O:3][C:4]1[CH:5]=[C:6]2[C:10](=[CH:11][C:12]=1[N+:13]([O-:15])=[O:14])[NH:9][CH2:8][CH2:7]2.[CH3:16][N:17]([CH3:23])[C@@H:18]([C:20](O)=[O:21])[CH3:19].C1CN([P+](ON2N=NC3C=CC=CC2=3)(N2CCCC2)N2CCCC2)CC1.F[P-](F)(F)(F)(F)F.CCN(C(C)C)C(C)C, predict the reaction product. The product is: [CH3:16][N:17]([CH3:23])[C@H:18]([CH3:19])[C:20]([N:9]1[C:10]2[C:6](=[CH:5][C:4]([O:3][CH3:2])=[C:12]([N+:13]([O-:15])=[O:14])[CH:11]=2)[CH2:7][CH2:8]1)=[O:21].